From a dataset of Drug-target binding data from BindingDB using Ki measurements. Regression. Given a target protein amino acid sequence and a drug SMILES string, predict the binding affinity score between them. We predict pKi (pKi = -log10(Ki in M); higher means stronger inhibition). Dataset: bindingdb_ki. (1) The small molecule is CCCNC(=O)c1cc(O)c(O)c(O)c1. The target protein (Q99028) has sequence KERAMHVGRKKGQIVDTVVQEQRPSVLLELGAYCGYSAVRMARLLLPSARLLTIELNPDNAAIAQQVVDFAGLQDRVTVVVGASQDIIPQLKKKYDVDTLDMVFLDHWKDRYLPDTLLLEECGLLRKGTVLLADNVICPGAPDFLAHVRGCGRFECTHFSSYLEYSQMVDGLEKAVYKGPGSPAQP. The pKi is 6.3. (2) The small molecule is CCS(=O)(=O)c1ccc(Oc2ccc(F)cc2F)c(-c2cn(C)c(=O)c3[nH]ncc23)c1. The target protein sequence is KRQTNQLQYLLRVVLKTLWKHQFAWPFQQPVDAVKLNLPDYYKIIKTPMDMGTIKKRLENNYYWNAQECIQDFNTMFTNCYIYNKPGDDIVLMAEALEKLFLQKINELPTEE. The pKi is 6.7. (3) The compound is Oc1cc2c(cc1O)[C@@H]1c3ccccc3CN[C@@H]1CC2. The target is MLLARMKPQVQPELGGADQ. The pKi is 5.0. (4) The small molecule is Cc1c(O)cccc1C(=O)N[C@@H](CSc1ccccc1)[C@H](O)CN1C[C@H]2CCCC[C@H]2C[C@H]1C(=O)NC(C)(C)C. The target protein sequence is PQVTLWKRPIVTIKIGGQLKEALLDTGADDTVLEEIDLPGRWKPKIIGGIGGFIKVKQYDQIPIEICGHKVISTVLVGPTPVNIIGRNLMTQLGCTLNF. The pKi is 6.3. (5) The small molecule is Nc1ccn(C2O[C@H](COP(=O)(O)N[C@@H](Cc3ccccc3)C(=O)O)[C@@H](O)[C@H]2O)c(=O)n1. The target protein (P13721) has sequence MIHTNLKKKFSLFILVFLLFAVICVWKKGSDYEALTLQAKEFQMPKSQEKVAMGSASQVVFSNSKQDPKEDIPILSYHRVTAKVKPQPSFQVWDKDSTYSKLNPRLLKIWRNYLNMNKYKVSYKGPGPGVKFSVEALRCHLRDHVNVSMIEATDFPFNTTEWEGYLPKENFRTKVGPWQRCAVVSSAGSLKNSQLGREIDNHDAVLRFNGAPTDNFQQDVGSKTTIRLMNSQLVTTEKRFLKDSLYTEGILIVWDPSVYHADIPKWYQKPDYNFFETYKSYRRLNPSQPFYILKPQMPWELWDIIQEISADLIQPNPPSSGMLGIIIMMTLCDQVDIYEFLPSKRKTDVCYYHQKFFDSACTMGAYDPLLFEKNMVKHLNEGTDEDIYLFGKATLSGFRNIRC. The pKi is 2.4. (6) The drug is Cc1cc(-c2nnn(C[C@H]3CC[C@H](C(=O)O)CC3)n2)cc(C(=O)NCc2ccc(F)c(C(F)(F)F)c2)n1. The target protein (P45452) has sequence MHPGVLAAFLFLSWTHCRALPLPSGGDEDDLSEEDLQFAERYLRSYYHPTNLAGILKENAASSMTERLREMQSFFGLEVTGKLDDNTLDVMKKPRCGVPDVGEYNVFPRTLKWSKMNLTYRIVNYTPDMTHSEVEKAFKKAFKVWSDVTPLNFTRLHDGIADIMISFGIKEHGDFYPFDGPSGLLAHAFPPGPNYGGDAHFDDDETWTSSSKGYNLFLVAAHEFGHSLGLDHSKDPGALMFPIYTYTGKSHFMLPDDDVQGIQSLYGPGDEDPNPKHPKTPDKCDPSLSLDAITSLRGETMIFKDRFFWRLHPQQVDAELFLTKSFWPELPNRIDAAYEHPSHDLIFIFRGRKFWALNGYDILEGYPKKISELGLPKEVKKISAAVHFEDTGKTLLFSGNQVWRYDDTNHIMDKDYPRLIEEDFPGIGDKVDAVYEKNGYIYFFNGPIQFEYSIWSNRIVRVMPANSILWC. The pKi is 9.1. (7) The drug is CC(=O)N[C@H]1CSCc2cc3cc(c2)CSC[C@H](NC(=O)[C@H](Cc2c[nH]c4ccccc24)NC(=O)[C@@H]2CCCN2C(=O)[C@H](CC(N)=O)NC(=O)[C@H](Cc2c[nH]c4ccccc24)NC(=O)[C@H]([C@@H](C)O)NC(=O)[C@H](CC(N)=O)NC1=O)C(=O)N1CCC[C@H]1C(=O)N[C@@H](Cc1c[nH]c2ccccc12)C(=O)N[C@@H](CC(=O)O)C(=O)N[C@@H](C)C(=O)N1CCC[C@H]1C(=O)N[C@@H](CC(C)C)C(=O)N[C@@H](C(=O)N[C@@H](C)C(=O)N(C)CC(=O)N(C)CC(=O)N(C)CC(=O)N[C@H](CCCNC(=N)N)C(=O)N[C@H](CCCNC(=N)N)C(=O)O)CSC3. The target protein (Q9Y337) has sequence MATARPPWMWVLCALITALLLGVTEHVLANNDVSCDHPSNTVPSGSNQDLGAGAGEDARSDDSSSRIINGSDCDMHTQPWQAALLLRPNQLYCGAVLVHPQWLLTAAHCRKKVFRVRLGHYSLSPVYESGQQMFQGVKSIPHPGYSHPGHSNDLMLIKLNRRIRPTKDVRPINVSSHCPSAGTKCLVSGWGTTKSPQVHFPKVLQCLNISVLSQKRCEDAYPRQIDDTMFCAGDKAGRDSCQGDSGGPVVCNGSLQGLVSWGDYPCARPNRPGVYTNLCKFTKWIQETIQANS. The pKi is 4.3. (8) The drug is CSCCC(NC(=O)C(CC(C)C)NC(=O)CNC(=O)C(NC(=O)C(Cc1ccccc1)NC(=O)C(CO)NC(=O)C(CC(=O)O)NC(=O)C(NC(=O)C(CCCCN)NC(=O)C(N)Cc1cnc[nH]1)C(C)O)C(C)C)C(N)=O. The target protein (Q8C6A8) has sequence MERGLHLGAAAASEDDLFLHKSLGTSAAKRLEAAFRSTPPGMDLSLAPPTRERPASSSSPLGCFEPADPEGAGLRLPPPGGGGGASGGGGGVSVPGLLVGSAGVGGEPSLSSLPAGAALCLKYGESAGRGSVAESSGGEQSPDDDSDGLCELVLRAGGPDPRASPRAGGGSAKVAEGCSNAHLHGGSGLPPGGPTSGGGSGGGGGGSSKKSKEQKALRLNINARERRRMHDLNDALDELRAVIPYAHSPSVRKLSKIATLLLAKNYILMQAQALEEMRRLVAYLNQGQAISAASLPSSAAAAAAAAALHPALGAYEQAAGYPFSAGLPPAASCPEKCALFNSVSSSLCKQCTEKP. The pKi is 9.2. (9) The small molecule is O=C(O)CCCC=CCC1C(O)CC(O)C1C=CC(O)COc1cccc(C(F)(F)F)c1. The target protein (P43116) has sequence MGNASNDSQSEDCETRQWLPPGESPAISSVMFSAGVLGNLIALALLARRWRGDVGCSAGRRSSLSLFHVLVTELVFTDLLGTCLISPVVLASYARNQTLVALAPESRACTYFAFAMTFFSLATMLMLFAMALERYLSIGHPYFYQRRVSRSGGLAVLPVIYAVSLLFCSLPLLDYGQYVQYCPGTWCFIRHGRTAYLQLYATLLLLLIVSVLACNFSVILNLIRMHRRSRRSRCGPSLGSGRGGPGARRRGERVSMAEETDHLILLAIMTITFAVCSLPFTIFAYMNETSSRKEKWDLQALRFLSINSIIDPWVFAILRPPVLRLMRSVLCCRISLRTQDATQTSCSTQSDASKQADL. The pKi is 5.0. (10) The compound is C[C@H]1NC[C@H](O)[C@@H](O)C1(F)F. The target protein (P48825) has sequence MKLSWLEAAALTAASVVSADELAFSPPFYPSPWANGQGEWAEAYQRAVAIVSQMTLDEKVNLTTGTGWELEKCVGQTGGVPRLNIGGMCLQDSPLGIRDSDYNSAFPAGVNVAATWDKNLAYLRGQAMGQEFSDKGIDVQLGPAAGPLGRSPDGGRNWEGFSPDPALTGVLFAETIKGIQDAGVVATAKHYILNEQEHFRQVAEAAGYGFNISDTISSNVDDKTIHEMYLWPFADAVRAGVGAIMCSYNQINNSYGCQNSYTLNKLLKAELGFQGFVMSDWGAHHSGVGSALAGLDMSMPGDITFDSATSFWGTNLTIAVLNGTVPQWRVDDMAVRIMAAYYKVGRDRLYQPPNFSSWTRDEYGFKYFYPQEGPYEKVNHFVNVQRNHSEVIRKLGADSTVLLKNNNALPLTGKERKVAILGEDAGSNSYGANGCSDRGCDNGTLAMAWGSGTAEFPYLVTPEQAIQAEVLKHKGSVYAITDNWALSQVETLAKQASVSL.... The pKi is 3.0.